This data is from Catalyst prediction with 721,799 reactions and 888 catalyst types from USPTO. The task is: Predict which catalyst facilitates the given reaction. (1) Reactant: C([O:8][C:9]([C@@H:11]1[CH2:16][CH2:15][CH2:14][CH2:13][N:12]1[C:17]([N:19]1[CH2:24][CH2:23][S:22](=[O:26])(=[O:25])[CH2:21][CH2:20]1)=[O:18])=[O:10])C1C=CC=CC=1. Product: [O:26]=[S:22]1(=[O:25])[CH2:21][CH2:20][N:19]([C:17]([N:12]2[CH2:13][CH2:14][CH2:15][CH2:16][C@H:11]2[C:9]([OH:10])=[O:8])=[O:18])[CH2:24][CH2:23]1. The catalyst class is: 78. (2) Reactant: [CH2:1]([O:8][CH2:9][C:10]([CH:12]([C:15]#[N:16])[C:13]#[N:14])=[O:11])[C:2]1[CH:7]=[CH:6][CH:5]=[CH:4][CH:3]=1.[C:17](=O)([O-])[O-].[K+].[K+].S(OC)(OC)(=O)=O.CCCCCC.C(OCC)(=O)C. Product: [CH2:1]([O:8][CH2:9][C:10](=[C:12]([C:13]#[N:14])[C:15]#[N:16])[O:11][CH3:17])[C:2]1[CH:7]=[CH:6][CH:5]=[CH:4][CH:3]=1. The catalyst class is: 12. (3) Reactant: [F:1][C:2]1[CH:7]=[C:6]([I:8])[CH:5]=[CH:4][C:3]=1[NH:9][C:10]1[N:14]([CH3:15])[C:13]2[C:16](=[O:19])[CH2:17][CH2:18][C:12]=2[C:11]=1[C:20]([O:22]CC)=[O:21].[OH-].[Na+].Cl. Product: [F:1][C:2]1[CH:7]=[C:6]([I:8])[CH:5]=[CH:4][C:3]=1[NH:9][C:10]1[N:14]([CH3:15])[C:13]2[C:16](=[O:19])[CH2:17][CH2:18][C:12]=2[C:11]=1[C:20]([OH:22])=[O:21]. The catalyst class is: 5. (4) Reactant: Cl.[Br:2][C:3]1[CH:20]=[CH:19][C:6]([CH2:7][N:8]2[CH2:12][CH2:11][C:10]3([CH2:17][CH2:16][NH:15][CH2:14][CH2:13]3)[C:9]2=[O:18])=[CH:5][CH:4]=1.[C:21]([O:25][C:26](=[O:38])[NH:27][CH:28]([C:32]1[CH:37]=[CH:36][CH:35]=[CH:34][CH:33]=1)[CH2:29][CH:30]=O)([CH3:24])([CH3:23])[CH3:22].C(N(CC)CC)C.C(O[BH-](OC(=O)C)OC(=O)C)(=O)C.[Na+].C(=O)(O)[O-].[Na+]. Product: [C:21]([O:25][C:26](=[O:38])[NH:27][CH:28]([C:32]1[CH:33]=[CH:34][CH:35]=[CH:36][CH:37]=1)[CH2:29][CH2:30][N:15]1[CH2:14][CH2:13][C:10]2([C:9](=[O:18])[N:8]([CH2:7][C:6]3[CH:5]=[CH:4][C:3]([Br:2])=[CH:20][CH:19]=3)[CH2:12][CH2:11]2)[CH2:17][CH2:16]1)([CH3:22])([CH3:23])[CH3:24]. The catalyst class is: 26. (5) Reactant: [F:1][CH:2]([F:13])[O:3][C:4]1[CH:9]=[CH:8][C:7]([N:10]=[C:11]=S)=[CH:6][CH:5]=1.[NH:14]([C:16](=[O:38])[C:17]([NH:19][C:20]1[CH:21]=[CH:22][C:23]([O:26][CH:27]2[CH2:32][CH2:31][CH:30]([C:33]([O:35][CH2:36][CH3:37])=[O:34])[CH2:29][CH2:28]2)=[N:24][CH:25]=1)=[O:18])[NH2:15].Cl.CN(C)CCCN=C=NCC. Product: [F:1][CH:2]([F:13])[O:3][C:4]1[CH:9]=[CH:8][C:7]([NH:10][C:11]2[O:38][C:16]([C:17]([NH:19][C:20]3[CH:21]=[CH:22][C:23]([O:26][CH:27]4[CH2:32][CH2:31][CH:30]([C:33]([O:35][CH2:36][CH3:37])=[O:34])[CH2:29][CH2:28]4)=[N:24][CH:25]=3)=[O:18])=[N:14][N:15]=2)=[CH:6][CH:5]=1. The catalyst class is: 3. (6) Reactant: [CH3:1][O:2][C:3]([C@@H:5]([N:13]1[CH2:18][C:17]2[CH:19]=[CH:20][S:21][C:16]=2[CH2:15][CH2:14]1)[C:6]1[C:11]([Cl:12])=[CH:10][CH:9]=[CH:8][CH:7]=1)=[O:4].OS(O)(=O)=O.C([O-])(O)=O.[Na+]. Product: [CH3:1][O:2][C:3]([C@@H:5]([N:13]1[CH2:18][C:17]2[CH:19]=[CH:20][S:21][C:16]=2[CH2:15][CH2:14]1)[C:6]1[CH:7]=[CH:8][CH:9]=[CH:10][C:11]=1[Cl:12])=[O:4]. The catalyst class is: 4.